From a dataset of Reaction yield outcomes from USPTO patents with 853,638 reactions. Predict the reaction yield, written as a fraction of the theoretical maximum amount of product (1.0 means a 100% yield; for example, 0.34 means a 34% yield). (1) The reactants are [Br:1][C:2]1[C:3]([OH:13])=[C:4]([C:10](=[O:12])[CH3:11])[CH:5]=[CH:6][C:7]=1[O:8]C.B(Br)(Br)Br.ClCCl.CCCCCC. The catalyst is ClCCl. The product is [Br:1][C:2]1[C:3]([OH:13])=[C:4]([C:10](=[O:12])[CH3:11])[CH:5]=[CH:6][C:7]=1[OH:8]. The yield is 0.740. (2) The reactants are [Si]([O:8][C:9]1[CH:14]=[C:13]([O:15][Si](C(C)(C)C)(C)C)[CH:12]=[CH:11][C:10]=1[C@H:23]1[CH2:28][CH2:27][C@H:26]([NH:29][S:30]([CH3:33])(=[O:32])=[O:31])[CH2:25][CH2:24]1)(C(C)(C)C)(C)C.ClCCCl.FC(F)(F)C(O)=O.O. The catalyst is C1(C)C=CC=CC=1. The product is [OH:8][C:9]1[CH:14]=[C:13]([OH:15])[CH:12]=[CH:11][C:10]=1[C@H:23]1[CH2:24][CH2:25][C@H:26]([NH:29][S:30]([CH3:33])(=[O:32])=[O:31])[CH2:27][CH2:28]1. The yield is 0.710. (3) The reactants are Br[C:2]1[C:10]2[C:9]([NH:11][C@H:12]([C:14]3[N:19]([C:20]4[CH:25]=[CH:24][CH:23]=[CH:22][CH:21]=4)[C:18](=[O:26])[C:17]4=[C:27]([CH3:30])[CH:28]=[CH:29][N:16]4[N:15]=3)[CH3:13])=[N:8][CH:7]=[N:6][C:5]=2[N:4]([CH2:31][O:32][CH2:33][CH2:34][Si:35]([CH3:38])([CH3:37])[CH3:36])[CH:3]=1.[CH3:39][N:40]([C:45]1[CH:50]=[CH:49][CH:48]=[C:47](B2OC(C)(C)C(C)(C)O2)[CH:46]=1)[S:41]([CH3:44])(=[O:43])=[O:42].C(=O)([O-])[O-].[Na+].[Na+]. The catalyst is Cl[Pd](Cl)([P](C1C=CC=CC=1)(C1C=CC=CC=1)C1C=CC=CC=1)[P](C1C=CC=CC=1)(C1C=CC=CC=1)C1C=CC=CC=1. The product is [CH3:39][N:40]([C:45]1[CH:50]=[CH:49][CH:48]=[C:47]([C:2]2[C:10]3[C:9]([NH:11][C@H:12]([C:14]4[N:19]([C:20]5[CH:25]=[CH:24][CH:23]=[CH:22][CH:21]=5)[C:18](=[O:26])[C:17]5=[C:27]([CH3:30])[CH:28]=[CH:29][N:16]5[N:15]=4)[CH3:13])=[N:8][CH:7]=[N:6][C:5]=3[N:4]([CH2:31][O:32][CH2:33][CH2:34][Si:35]([CH3:38])([CH3:37])[CH3:36])[CH:3]=2)[CH:46]=1)[S:41]([CH3:44])(=[O:42])=[O:43]. The yield is 0.920. (4) The reactants are [C:1]([NH:4][NH:5][C:6](=O)[CH2:7][O:8][C@H:9]1[CH2:14][CH2:13][C@H:12]([N:15]2[C:20](=[O:21])[C:19]([CH2:22][C:23]3[CH:28]=[CH:27][C:26]([C:29]4[CH:34]=[CH:33][CH:32]=[CH:31][C:30]=4[C:35]#[N:36])=[CH:25][CH:24]=3)=[C:18]([CH2:37][CH2:38][CH3:39])[N:17]3[N:40]=[CH:41][N:42]=[C:16]23)[CH2:11][CH2:10]1)(=[O:3])[CH3:2].CC1C=CC(S(Cl)(=O)=O)=CC=1.N1C=CC=CC=1.Cl. The catalyst is C(OCC)(=O)C. The product is [CH3:2][C:1]1[O:3][C:6]([CH2:7][O:8][C@H:9]2[CH2:14][CH2:13][C@H:12]([N:15]3[C:20](=[O:21])[C:19]([CH2:22][C:23]4[CH:28]=[CH:27][C:26]([C:29]5[C:30]([C:35]#[N:36])=[CH:31][CH:32]=[CH:33][CH:34]=5)=[CH:25][CH:24]=4)=[C:18]([CH2:37][CH2:38][CH3:39])[N:17]4[N:40]=[CH:41][N:42]=[C:16]34)[CH2:11][CH2:10]2)=[N:5][N:4]=1. The yield is 0.600.